From a dataset of Catalyst prediction with 721,799 reactions and 888 catalyst types from USPTO. Predict which catalyst facilitates the given reaction. (1) Reactant: [C:1]([C:5]1[CH:9]=[C:8]([NH:10][C:11](=[O:36])[NH:12][C:13]2[C:22]3[C:17](=[CH:18][CH:19]=[CH:20][CH:21]=3)[C:16]([O:23][CH2:24][C:25]3[CH:30]=[CH:29][N:28]=[C:27]([NH:31][C:32](=[O:35])[CH2:33]Cl)[CH:26]=3)=[CH:15][CH:14]=2)[N:7]([C:37]2[CH:42]=[CH:41][C:40]([CH3:43])=[CH:39][CH:38]=2)[N:6]=1)([CH3:4])([CH3:3])[CH3:2].C[CH2:45][N:46](C(C)C)C(C)C.CN. Product: [C:1]([C:5]1[CH:9]=[C:8]([NH:10][C:11](=[O:36])[NH:12][C:13]2[C:22]3[C:17](=[CH:18][CH:19]=[CH:20][CH:21]=3)[C:16]([O:23][CH2:24][C:25]3[CH:30]=[CH:29][N:28]=[C:27]([NH:31][C:32](=[O:35])[CH2:33][NH:46][CH3:45])[CH:26]=3)=[CH:15][CH:14]=2)[N:7]([C:37]2[CH:42]=[CH:41][C:40]([CH3:43])=[CH:39][CH:38]=2)[N:6]=1)([CH3:4])([CH3:3])[CH3:2]. The catalyst class is: 59. (2) Reactant: [Cl:1][C:2]1[CH:3]=[C:4]([CH:7]=[CH:8][C:9]=1[O:10][CH2:11][C:12]1[CH:13]=[N:14][C:15]([O:19][CH3:20])=[C:16]([Cl:18])[CH:17]=1)[C:5]#[N:6].C(=O)([O-])[O-:22].[K+].[K+].OO. Product: [Cl:1][C:2]1[CH:3]=[C:4]([CH:7]=[CH:8][C:9]=1[O:10][CH2:11][C:12]1[CH:13]=[N:14][C:15]([O:19][CH3:20])=[C:16]([Cl:18])[CH:17]=1)[C:5]([NH2:6])=[O:22]. The catalyst class is: 16. (3) Reactant: [CH:1]1([O:6][C:7]2[C:8]([N+:20]([O-])=O)=[N:9][CH:10]=[C:11]([O:13][C:14]3[CH:19]=[CH:18][CH:17]=[CH:16][CH:15]=3)[CH:12]=2)[CH2:5]CCC1.O.[C:24](O)(=[O:26])C. Product: [CH3:24][O:26][CH2:5][CH2:1][O:6][C:7]1[C:8]([NH2:20])=[N:9][CH:10]=[C:11]([O:13][C:14]2[CH:15]=[CH:16][CH:17]=[CH:18][CH:19]=2)[CH:12]=1. The catalyst class is: 401. (4) Product: [F:1][C:2]1[CH:3]=[C:4]2[C:9](=[CH:10][CH:11]=1)[CH:8]=[N:7][C:6]([NH:12][C:13](=[O:36])[O:14][CH2:15][C@@H:16]([N:22]([CH3:35])[C:23]([NH:25][CH2:26][C:27]1[CH:32]=[CH:31][CH:30]=[C:29]([F:33])[C:28]=1[Cl:34])=[O:24])[CH2:17][C@H:18]([OH:21])[CH2:19][OH:20])=[CH:5]2. Reactant: [F:1][C:2]1[CH:3]=[C:4]2[C:9](=[CH:10][CH:11]=1)[CH:8]=[N:7][C:6]([NH:12][C:13](=[O:36])[O:14][CH2:15][C@@H:16]([N:22]([CH3:35])[C:23]([NH:25][CH2:26][C:27]1[CH:32]=[CH:31][CH:30]=[C:29]([F:33])[C:28]=1[Cl:34])=[O:24])[CH2:17][CH:18]([OH:21])[CH2:19][OH:20])=[CH:5]2.CO. The catalyst class is: 2.